Task: Predict the product of the given reaction.. Dataset: Forward reaction prediction with 1.9M reactions from USPTO patents (1976-2016) (1) Given the reactants C(OC(=O)[NH:7][C:8]1[CH:13]=[C:12]([CH3:14])[C:11]([CH2:15][NH:16][C:17]([C:19]2[N:23]=[C:22]([CH2:24][C:25]3[CH:30]=[CH:29][CH:28]=[CH:27][CH:26]=3)[N:21]([CH3:31])[N:20]=2)=[O:18])=[C:10]([CH3:32])[N:9]=1)(C)(C)C, predict the reaction product. The product is: [NH2:7][C:8]1[N:9]=[C:10]([CH3:32])[C:11]([CH2:15][NH:16][C:17]([C:19]2[N:23]=[C:22]([CH2:24][C:25]3[CH:30]=[CH:29][CH:28]=[CH:27][CH:26]=3)[N:21]([CH3:31])[N:20]=2)=[O:18])=[C:12]([CH3:14])[CH:13]=1. (2) Given the reactants Cl[C:2]1[N:7]=[C:6]([C:8]([NH:10][C:11]2[CH:19]=[C:18]([C:20]3[CH:28]=[CH:27][CH:26]=[C:25]4[C:21]=3[CH:22]=[CH:23][NH:24]4)[CH:17]=[C:16]3[C:12]=2[CH:13]=[N:14][NH:15]3)=[O:9])[CH:5]=[CH:4][CH:3]=1.[CH3:29][CH:30]([NH2:32])[CH3:31].CCN(C(C)C)C(C)C, predict the reaction product. The product is: [NH:24]1[C:25]2[C:21](=[C:20]([C:18]3[CH:17]=[C:16]4[C:12]([CH:13]=[N:14][NH:15]4)=[C:11]([NH:10][C:8]([C:6]4[CH:5]=[CH:4][CH:3]=[C:2]([NH:32][CH:30]([CH3:31])[CH3:29])[N:7]=4)=[O:9])[CH:19]=3)[CH:28]=[CH:27][CH:26]=2)[CH:22]=[CH:23]1. (3) Given the reactants [Cl:1][C:2]1[CH:11]=[CH:10][C:5]2[N:6]=[C:7]([NH2:9])[S:8][C:4]=2[CH:3]=1.Br[CH2:13][C:14](=O)[C:15]([O:17][CH2:18][CH3:19])=[O:16], predict the reaction product. The product is: [Cl:1][C:2]1[CH:11]=[CH:10][C:5]2[N:6]3[CH:13]=[C:14]([C:15]([O:17][CH2:18][CH3:19])=[O:16])[N:9]=[C:7]3[S:8][C:4]=2[CH:3]=1. (4) The product is: [C:3]([C:2]1[CH:8]=[C:7]([CH3:9])[CH:6]=[C:20]([CH3:12])[C:19]=1[NH2:22])#[N:4]. Given the reactants C[C:2]1[CH:8]=[C:7]([CH3:9])[CH:6]=C[C:3]=1[NH2:4].BrN1C(=O)CC[C:12]1=O.O.[CH2:19]([NH2:22])[CH2:20]N, predict the reaction product. (5) Given the reactants [CH3:1][O:2][C:3]1[CH:8]=[CH:7][C:6]([C:9]([C:37]2[CH:42]=[CH:41][C:40]([O:43][CH3:44])=[CH:39][CH:38]=2)([C:31]2[CH:36]=[CH:35][CH:34]=[CH:33][CH:32]=2)[NH:10][C:11]2[CH2:12][O:13][C:14]([CH3:30])([CH3:29])[C:15]([F:28])([F:27])[C@:16]([C:19]3[CH:24]=[C:23](Br)[CH:22]=[CH:21][C:20]=3[F:26])([CH3:18])[N:17]=2)=[CH:5][CH:4]=1.[B:45]1([B:45]2[O:49][C:48]([CH3:51])([CH3:50])[C:47]([CH3:53])([CH3:52])[O:46]2)[O:49][C:48]([CH3:51])([CH3:50])[C:47]([CH3:53])([CH3:52])[O:46]1, predict the reaction product. The product is: [CH3:1][O:2][C:3]1[CH:8]=[CH:7][C:6]([C:9]([NH:10][C:11]2[CH2:12][O:13][C:14]([CH3:30])([CH3:29])[C:15]([F:28])([F:27])[C@:16]([C:19]3[CH:24]=[C:23]([B:45]4[O:49][C:48]([CH3:51])([CH3:50])[C:47]([CH3:53])([CH3:52])[O:46]4)[CH:22]=[CH:21][C:20]=3[F:26])([CH3:18])[N:17]=2)([C:37]2[CH:42]=[CH:41][C:40]([O:43][CH3:44])=[CH:39][CH:38]=2)[C:31]2[CH:36]=[CH:35][CH:34]=[CH:33][CH:32]=2)=[CH:5][CH:4]=1. (6) The product is: [F:11][C:12]1[CH:17]=[C:16]([F:18])[CH:15]=[CH:14][C:13]=1[C:2]1[CH:7]=[CH:6][C:5]([N:8]([CH3:10])[CH3:9])=[CH:4][N:3]=1. Given the reactants Br[C:2]1[CH:7]=[CH:6][C:5]([N:8]([CH3:10])[CH3:9])=[CH:4][N:3]=1.[F:11][C:12]1[CH:17]=[C:16]([F:18])[CH:15]=[CH:14][C:13]=1B(O)O.C([O-])([O-])=O.[K+].[K+], predict the reaction product. (7) Given the reactants [CH3:1][C:2]1[CH:7]=[C:6]([C:8](=[O:18])[CH:9]([C:12]2[CH:17]=[CH:16][CH:15]=[CH:14][CH:13]=2)C#N)[CH:5]=[CH:4][N:3]=1.C([O-])(O)=O.[Na+], predict the reaction product. The product is: [CH3:1][C:2]1[CH:7]=[C:6]([C:8](=[O:18])[CH2:9][C:12]2[CH:13]=[CH:14][CH:15]=[CH:16][CH:17]=2)[CH:5]=[CH:4][N:3]=1. (8) Given the reactants [Cl:1][C:2]1[C:7]([CH2:8][CH2:9][C:10]([O:12]C)=[O:11])=[CH:6][C:5]([O:14][CH3:15])=[C:4]([O:16]CC2C=CC=CC=2)[CH:3]=1.Br.C(O)(=O)C, predict the reaction product. The product is: [Cl:1][C:2]1[C:7]([CH2:8][CH2:9][C:10]([OH:12])=[O:11])=[CH:6][C:5]([O:14][CH3:15])=[C:4]([OH:16])[CH:3]=1. (9) Given the reactants [Cl:1][C:2]1[CH:7]=[CH:6][C:5]([NH:8][C:9]2[C:10]([NH2:15])=[CH:11][CH:12]=[CH:13][CH:14]=2)=[CH:4][CH:3]=1.[S:16](N)(N)(=[O:18])=[O:17], predict the reaction product. The product is: [Cl:1][C:2]1[CH:7]=[CH:6][C:5]([N:8]2[C:9]3[CH:14]=[CH:13][CH:12]=[CH:11][C:10]=3[NH:15][S:16]2(=[O:18])=[O:17])=[CH:4][CH:3]=1. (10) Given the reactants CO[C:3]([C:5]1[N:6]=[CH:7][NH:8][C:9]=1[C:10]([O:12]C)=O)=[O:4].[NH2:14][NH2:15], predict the reaction product. The product is: [NH:6]1[C:5]2[C:3](=[O:4])[NH:14][NH:15][C:10](=[O:12])[C:9]=2[N:8]=[CH:7]1.